Predict the product of the given reaction. From a dataset of Forward reaction prediction with 1.9M reactions from USPTO patents (1976-2016). (1) Given the reactants [NH2:1][C:2]1[S:3][C:4]([C:17]2[CH:22]=[CH:21][CH:20]=[C:19]([F:23])[CH:18]=2)=[C:5]([C:7]([N:9]2[C@H:14]([CH2:15][NH2:16])[CH2:13][C@H:12]3[C@@H:10]2[CH2:11]3)=[O:8])[N:6]=1.[CH3:24][C:25]1[N:26]2[CH:35]=[CH:34][N:33]=[C:27]2[S:28][C:29]=1[C:30](O)=[O:31], predict the reaction product. The product is: [NH2:1][C:2]1[S:3][C:4]([C:17]2[CH:22]=[CH:21][CH:20]=[C:19]([F:23])[CH:18]=2)=[C:5]([C:7]([N:9]2[C@H:14]([CH2:15][NH:16][C:30]([C:29]3[S:28][C:27]4=[N:33][CH:34]=[CH:35][N:26]4[C:25]=3[CH3:24])=[O:31])[CH2:13][C@H:12]3[C@@H:10]2[CH2:11]3)=[O:8])[N:6]=1. (2) Given the reactants [CH3:1][O:2][C:3]1[CH:4]=[C:5]([CH:11]2[CH2:16][CH:15]([C:17]([F:20])([F:19])[F:18])[N:14]3[N:21]=[C:22]([C:24]4[CH:25]=[C:26]([CH:30]=[CH:31][CH:32]=4)[C:27](O)=[O:28])[CH:23]=[C:13]3[NH:12]2)[CH:6]=[CH:7][C:8]=1[O:9][CH3:10].[CH3:33][C@@H:34]1[CH2:39][NH:38][CH2:37][C@H:36]([NH:40][C:41](=[O:47])[O:42][C:43]([CH3:46])([CH3:45])[CH3:44])[CH2:35]1, predict the reaction product. The product is: [CH3:1][O:2][C:3]1[CH:4]=[C:5]([CH:11]2[CH2:16][CH:15]([C:17]([F:20])([F:18])[F:19])[N:14]3[N:21]=[C:22]([C:24]4[CH:25]=[C:26]([CH:30]=[CH:31][CH:32]=4)[C:27]([N:38]4[CH2:39][C@@H:34]([CH3:33])[CH2:35][C@@H:36]([NH:40][C:41](=[O:47])[O:42][C:43]([CH3:46])([CH3:45])[CH3:44])[CH2:37]4)=[O:28])[CH:23]=[C:13]3[NH:12]2)[CH:6]=[CH:7][C:8]=1[O:9][CH3:10].